This data is from CYP2D6 inhibition data for predicting drug metabolism from PubChem BioAssay. The task is: Regression/Classification. Given a drug SMILES string, predict its absorption, distribution, metabolism, or excretion properties. Task type varies by dataset: regression for continuous measurements (e.g., permeability, clearance, half-life) or binary classification for categorical outcomes (e.g., BBB penetration, CYP inhibition). Dataset: cyp2d6_veith. (1) The drug is CC[C@@H]1[C@@H]2Cc3ccc(O)cc3[C@@]1(CC)CCN2C.O=C(O)[C@@H](O)c1ccccc1. The result is 0 (non-inhibitor). (2) The molecule is O=C(O)c1ccc(CSc2nc3ccccc3o2)cc1. The result is 0 (non-inhibitor).